From a dataset of Full USPTO retrosynthesis dataset with 1.9M reactions from patents (1976-2016). Predict the reactants needed to synthesize the given product. Given the product [F:29][C:30]1[CH:31]=[C:32]([S:37]([NH:3][CH:4]([C:16]2[CH:21]=[CH:20][CH:19]=[CH:18][CH:17]=2)[C:5]([O:7][C@@H:8]2[CH:13]3[CH2:12][CH2:11][N:10]([CH2:15][CH2:14]3)[CH2:9]2)=[O:6])(=[O:38])=[O:39])[CH:33]=[CH:34][C:35]=1[F:36], predict the reactants needed to synthesize it. The reactants are: Cl.Cl.[NH2:3][CH:4]([C:16]1[CH:21]=[CH:20][CH:19]=[CH:18][CH:17]=1)[C:5]([O:7][C@@H:8]1[CH:13]2[CH2:14][CH2:15][N:10]([CH2:11][CH2:12]2)[CH2:9]1)=[O:6].C(N(CC)CC)C.[F:29][C:30]1[CH:31]=[C:32]([S:37](Cl)(=[O:39])=[O:38])[CH:33]=[CH:34][C:35]=1[F:36].